Task: Predict which catalyst facilitates the given reaction.. Dataset: Catalyst prediction with 721,799 reactions and 888 catalyst types from USPTO (1) Reactant: [CH3:1][C:2]1([CH2:6][OH:7])[CH2:5][O:4][CH2:3]1.C(N(CC)CC)C.[CH3:15][S:16](Cl)(=[O:18])=[O:17].O. Product: [CH3:1][C:2]1([CH2:6][O:7][S:16]([CH3:15])(=[O:18])=[O:17])[CH2:5][O:4][CH2:3]1. The catalyst class is: 4. (2) Reactant: [CH2:1]([C:4]([F:11])([CH2:8][CH:9]=[CH2:10])[C:5]([OH:7])=[O:6])[CH:2]=[CH2:3].[OH-].[Na+:13]. Product: [CH2:1]([C:4]([F:11])([CH2:8][CH:9]=[CH2:10])[C:5]([O-:7])=[O:6])[CH:2]=[CH2:3].[Na+:13]. The catalyst class is: 5.